Dataset: Forward reaction prediction with 1.9M reactions from USPTO patents (1976-2016). Task: Predict the product of the given reaction. Given the reactants [Na+].[CH3:2][O:3][C:4]1[CH:9]=[CH:8][C:7]([CH2:10][C:11]([O:13][CH2:14][C:15]([F:21])([F:20])[S:16]([O-:19])(=[O:18])=[O:17])=[O:12])=[CH:6][CH:5]=1.[Na].FC(F)(F)S([O-])(=O)=O.[C:31]1([CH:37]([SH+:44][C:45]2[CH:50]=[CH:49][CH:48]=[CH:47][CH:46]=2)[C:38]2[CH:43]=[CH:42][CH:41]=[CH:40][CH:39]=2)[CH:36]=[CH:35][CH:34]=[CH:33][CH:32]=1, predict the reaction product. The product is: [C:38]1([CH:37]([SH+:44][C:45]2[CH:50]=[CH:49][CH:48]=[CH:47][CH:46]=2)[C:31]2[CH:36]=[CH:35][CH:34]=[CH:33][CH:32]=2)[CH:39]=[CH:40][CH:41]=[CH:42][CH:43]=1.[F:21][C:15]([F:20])([S:16]([OH:19])(=[O:18])=[O:17])[CH2:14][O:13][C:11](=[O:12])[CH2:10][C:7]1[CH:6]=[CH:5][C:4]([O:3][CH3:2])=[CH:9][CH:8]=1.